From a dataset of Full USPTO retrosynthesis dataset with 1.9M reactions from patents (1976-2016). Predict the reactants needed to synthesize the given product. Given the product [CH3:15][N:14]([CH3:16])[CH2:13][CH2:12][O:10][C:7]1[CH:8]=[CH:9][C:4]([N+:1]([O-:3])=[O:2])=[CH:5][CH:6]=1, predict the reactants needed to synthesize it. The reactants are: [N+:1]([C:4]1[CH:9]=[CH:8][C:7]([OH:10])=[CH:6][CH:5]=1)([O-:3])=[O:2].Cl[CH2:12][CH2:13][N:14]([CH3:16])[CH3:15].C(=O)([O-])[O-].[K+].[K+].